From a dataset of Full USPTO retrosynthesis dataset with 1.9M reactions from patents (1976-2016). Predict the reactants needed to synthesize the given product. (1) Given the product [CH3:22][S:19]([C:16]1[CH:17]=[CH:18][C:13]([CH2:12][N:8]2[CH2:7][CH:6]3[CH2:23][O:24][CH2:25][CH2:26][N:5]3[C:4]3[N:3]=[C:2]([C:35]4[CH:36]=[C:37]5[CH:43]=[CH:42][NH:41][C:38]5=[N:39][CH:40]=4)[N:11]=[CH:10][C:9]2=3)=[CH:14][CH:15]=1)(=[O:21])=[O:20], predict the reactants needed to synthesize it. The reactants are: Cl[C:2]1[N:11]=[CH:10][C:9]2[N:8]([CH2:12][C:13]3[CH:18]=[CH:17][C:16]([S:19]([CH3:22])(=[O:21])=[O:20])=[CH:15][CH:14]=3)[CH2:7][CH:6]3[CH2:23][O:24][CH2:25][CH2:26][N:5]3[C:4]=2[N:3]=1.CC1(C)C(C)(C)OB([C:35]2[CH:36]=[C:37]3[CH:43]=[CH:42][NH:41][C:38]3=[N:39][CH:40]=2)O1. (2) Given the product [OH:24][C:21]1[CH:20]=[CH:19][C:18]([O:17][CH2:16][CH2:15][CH2:14][O:13][C:10]2[CH:11]=[CH:12][C:7]([CH2:6][C@H:5]([O:25][CH3:26])[C:4]([OH:27])=[O:3])=[CH:8][CH:9]=2)=[CH:23][CH:22]=1, predict the reactants needed to synthesize it. The reactants are: C([O:3][C:4](=[O:27])[C@@H:5]([O:25][CH3:26])[CH2:6][C:7]1[CH:12]=[CH:11][C:10]([O:13][CH2:14][CH2:15][CH2:16][O:17][C:18]2[CH:23]=[CH:22][C:21]([OH:24])=[CH:20][CH:19]=2)=[CH:9][CH:8]=1)C.BrCC(C)C. (3) The reactants are: [Cl:1][C:2]1[N:10]=[CH:9][N:8]=[C:7]2[C:3]=1[N:4]=[CH:5][N:6]2[C@H:11]1[C@H:15]([OH:16])[C@H:14]([OH:17])[C@@H:13]([CH2:18][OH:19])[O:12]1.CO[C:22](OC)([CH3:24])[CH3:23].O.C1(C)C=CC(S(O)(=O)=O)=CC=1.C(=O)(O)[O-].[Na+]. Given the product [Cl:1][C:2]1[N:10]=[CH:9][N:8]=[C:7]2[C:3]=1[N:4]=[CH:5][N:6]2[C@H:11]1[C@@H:15]2[O:16][C:22]([CH3:24])([CH3:23])[O:17][C@@H:14]2[C@@H:13]([CH2:18][OH:19])[O:12]1, predict the reactants needed to synthesize it.